This data is from Forward reaction prediction with 1.9M reactions from USPTO patents (1976-2016). The task is: Predict the product of the given reaction. (1) Given the reactants [CH:1]1([N:5]2[CH2:10][CH2:9][N:8]([C:11](=[O:28])[CH2:12][N:13]3[CH2:18][CH2:17][C:16]4([C:26]5[C:21](=[CH:22][CH:23]=[CH:24][CH:25]=5)[NH:20][C:19]4=[O:27])[CH2:15][CH2:14]3)[CH2:7][CH2:6]2)[CH2:4][CH2:3][CH2:2]1.IC.[C:31]([O-])([O-])=O.[Cs+].[Cs+], predict the reaction product. The product is: [CH:1]1([N:5]2[CH2:10][CH2:9][N:8]([C:11](=[O:28])[CH2:12][N:13]3[CH2:18][CH2:17][C:16]4([C:26]5[C:21](=[CH:22][CH:23]=[CH:24][CH:25]=5)[N:20]([CH3:31])[C:19]4=[O:27])[CH2:15][CH2:14]3)[CH2:7][CH2:6]2)[CH2:2][CH2:3][CH2:4]1. (2) The product is: [C:17]([O:21][C:22]([N:6]1[C@H:7]([C:8]2[CH:13]=[CH:12][CH:11]=[CH:10][CH:9]=2)[C@H:4]([O:3][Si:2]([CH3:16])([CH3:15])[CH3:1])[C:5]1=[O:14])=[O:23])([CH3:20])([CH3:19])[CH3:18]. Given the reactants [CH3:1][Si:2]([CH3:16])([CH3:15])[O:3][C@H:4]1[C@@H:7]([C:8]2[CH:13]=[CH:12][CH:11]=[CH:10][CH:9]=2)[NH:6][C:5]1=[O:14].[C:17]([O:21][C:22](O[C:22]([O:21][C:17]([CH3:20])([CH3:19])[CH3:18])=[O:23])=[O:23])([CH3:20])([CH3:19])[CH3:18], predict the reaction product. (3) Given the reactants [Cl:1][C:2]1[C:3]2[C:10]([C:11]3[CH:16]=[CH:15][C:14]([F:17])=[CH:13][CH:12]=3)=[CH:9][S:8][C:4]=2[N:5]=[CH:6][N:7]=1.[Cl:18]N1C(=O)CCC1=O, predict the reaction product. The product is: [Cl:1][C:2]1[C:3]2[C:10]([C:11]3[CH:16]=[CH:15][C:14]([F:17])=[CH:13][CH:12]=3)=[C:9]([Cl:18])[S:8][C:4]=2[N:5]=[CH:6][N:7]=1. (4) Given the reactants [C:1]([O:5][C:6]([N:8]1[CH2:13][CH2:12][CH2:11][CH:10]([CH2:14][O:15][C:16]2[CH:21]=[CH:20][C:19]([C:22]([F:25])([F:24])[F:23])=[CH:18][C:17]=2[NH2:26])[CH2:9]1)=[O:7])([CH3:4])([CH3:3])[CH3:2].N1C=CC=CC=1.Cl[C:34]([O:36][C:37]1[CH:42]=[CH:41][C:40]([N+:43]([O-:45])=[O:44])=[CH:39][CH:38]=1)=[O:35], predict the reaction product. The product is: [C:1]([O:5][C:6]([N:8]1[CH2:13][CH2:12][CH2:11][CH:10]([CH2:14][O:15][C:16]2[CH:21]=[CH:20][C:19]([C:22]([F:23])([F:24])[F:25])=[CH:18][C:17]=2[NH:26][C:34]([O:36][C:37]2[CH:38]=[CH:39][C:40]([N+:43]([O-:45])=[O:44])=[CH:41][CH:42]=2)=[O:35])[CH2:9]1)=[O:7])([CH3:4])([CH3:2])[CH3:3]. (5) The product is: [OH:53][C:14]1[C:9]([OH:8])=[C:10]([C@H:23]2[CH2:24][CH2:25][C@H:26]([NH:29][C:32](=[O:33])[C:31]([F:42])([F:41])[F:30])[CH2:27][CH2:28]2)[CH:11]=[CH:12][CH:13]=1. Given the reactants [Si]([O:8][C:9]1[CH:14]=[C:13](O[Si](C(C)(C)C)(C)C)[CH:12]=[CH:11][C:10]=1[C@H:23]1[CH2:28][CH2:27][C@H:26]([NH2:29])[CH2:25][CH2:24]1)(C(C)(C)C)(C)C.[F:30][C:31]([F:42])([F:41])[C:32](O[C:32](=[O:33])[C:31]([F:42])([F:41])[F:30])=[O:33].C(N(CC)CC)C.FC(F)(F)C(O)=[O:53], predict the reaction product. (6) Given the reactants [CH2:1]([O:5][CH2:6][CH2:7][O:8][C:9]1[CH:14]=[CH:13][C:12]([C:15]2[CH:16]=[C:17](/[CH:27]=[C:28](\[CH3:34])/[C:29]([O:31]CC)=[O:30])[C:18]([N:21]3[CH2:25][CH2:24][CH:23]([CH3:26])[CH2:22]3)=[N:19][CH:20]=2)=[CH:11][CH:10]=1)[CH2:2][CH2:3][CH3:4].[OH-].[Na+].O.Cl, predict the reaction product. The product is: [CH2:1]([O:5][CH2:6][CH2:7][O:8][C:9]1[CH:10]=[CH:11][C:12]([C:15]2[CH:16]=[C:17](/[CH:27]=[C:28](\[CH3:34])/[C:29]([OH:31])=[O:30])[C:18]([N:21]3[CH2:25][CH2:24][CH:23]([CH3:26])[CH2:22]3)=[N:19][CH:20]=2)=[CH:13][CH:14]=1)[CH2:2][CH2:3][CH3:4].